From a dataset of Peptide-MHC class I binding affinity with 185,985 pairs from IEDB/IMGT. Regression. Given a peptide amino acid sequence and an MHC pseudo amino acid sequence, predict their binding affinity value. This is MHC class I binding data. (1) The peptide sequence is VFKDNIIPY. The MHC is HLA-B15:01 with pseudo-sequence HLA-B15:01. The binding affinity (normalized) is 0.648. (2) The peptide sequence is VEAMVSRARI. The MHC is Mamu-A11 with pseudo-sequence Mamu-A11. The binding affinity (normalized) is 0.822. (3) The peptide sequence is TARSNNRLA. The MHC is HLA-A30:01 with pseudo-sequence HLA-A30:01. The binding affinity (normalized) is 0.625. (4) The peptide sequence is FSQEEAKLF. The MHC is HLA-B15:01 with pseudo-sequence HLA-B15:01. The binding affinity (normalized) is 0.278. (5) The peptide sequence is HHYSQAAVL. The MHC is HLA-A29:02 with pseudo-sequence HLA-A29:02. The binding affinity (normalized) is 0.0847. (6) The peptide sequence is LPVFATIGL. The MHC is HLA-A26:01 with pseudo-sequence HLA-A26:01. The binding affinity (normalized) is 0.0847. (7) The peptide sequence is HIGPGRAFY. The MHC is HLA-B40:01 with pseudo-sequence HLA-B40:01. The binding affinity (normalized) is 0. (8) The peptide sequence is VGRQEKGKSL. The MHC is HLA-B08:01 with pseudo-sequence HLA-B08:01. The binding affinity (normalized) is 0.255.